Task: Predict the reactants needed to synthesize the given product.. Dataset: Retrosynthesis with 50K atom-mapped reactions and 10 reaction types from USPTO (1) Given the product Fc1ccc(C2=Nn3c(Cl)nnc3CC2)cc1, predict the reactants needed to synthesize it. The reactants are: Fc1ccc(-c2ccc3nnc(Cl)n3n2)cc1. (2) Given the product COC(=O)CCc1ccc(OCCCCBr)cc1, predict the reactants needed to synthesize it. The reactants are: BrCCCCBr.COC(=O)CCc1ccc(O)cc1. (3) Given the product CC(C)n1cc(-c2ccc([C@H](C)N3CC[C@](CC(C)(C)O)(c4ccccc4)OC3=O)cc2)ccc1=O, predict the reactants needed to synthesize it. The reactants are: CC(C)n1cc(Br)ccc1=O.C[C@@H](c1ccc(B2OC(C)(C)C(C)(C)O2)cc1)N1CC[C@](CC(C)(C)O)(c2ccccc2)OC1=O. (4) Given the product CC1CCc2c(N3CCN(C)CC3)c(F)cc3c(=O)c(C(=O)O)cn1c23, predict the reactants needed to synthesize it. The reactants are: CC1CCc2c(Cl)c(F)cc3c(=O)c(C(=O)O)cn1c23.CN1CCNCC1. (5) Given the product COc1cccc2oc(C(=O)O)cc12, predict the reactants needed to synthesize it. The reactants are: COC(=O)c1cc2c(OC)cccc2o1.